Task: Predict the product of the given reaction.. Dataset: Forward reaction prediction with 1.9M reactions from USPTO patents (1976-2016) (1) Given the reactants [NH2:1][C:2]1[C:11]([C:12]2[CH:17]=[CH:16][C:15]([C:18]([N:20]3[CH2:25][CH2:24][O:23][CH2:22][CH2:21]3)=[O:19])=[CH:14][CH:13]=2)=[N:10][C:9]([Br:26])=[CH:8][C:3]=1[C:4]([O:6][CH3:7])=[O:5].N([O-])=O.[Na+].[N-:31]=[N+:32]=[N-].[Na+].C(OCC)C, predict the reaction product. The product is: [N:1]([C:2]1[C:11]([C:12]2[CH:13]=[CH:14][C:15]([C:18]([N:20]3[CH2:21][CH2:22][O:23][CH2:24][CH2:25]3)=[O:19])=[CH:16][CH:17]=2)=[N:10][C:9]([Br:26])=[CH:8][C:3]=1[C:4]([O:6][CH3:7])=[O:5])=[N+:31]=[N-:32]. (2) Given the reactants [CH3:1][O:2][C:3]([CH:5]1[CH2:9][C:8](=[O:10])[CH:7]=[C:6]1[C:11]([O:13][CH3:14])=[O:12])=[O:4].[BH4-].[Na+], predict the reaction product. The product is: [CH3:14][O:13][C:11]([CH:6]1[CH2:7][CH:8]([OH:10])[CH:9]=[C:5]1[C:3]([O:2][CH3:1])=[O:4])=[O:12]. (3) Given the reactants [NH2:1][C:2]1[CH:22]=[CH:21][C:5]([O:6][C:7]2[CH:12]=[CH:11][N:10]=[C:9]([NH:13][CH2:14][CH2:15][CH2:16][CH2:17][N:18]([CH3:20])[CH3:19])[N:8]=2)=[CH:4][C:3]=1C.ClC1N=C(OC2C=CC(N)=CC=2)C=CN=1, predict the reaction product. The product is: [NH2:1][C:2]1[CH:22]=[CH:21][C:5]([O:6][C:7]2[CH:12]=[CH:11][N:10]=[C:9]([NH:13][CH2:14][CH2:15][CH2:16][CH2:17][N:18]([CH3:20])[CH3:19])[N:8]=2)=[CH:4][CH:3]=1.